From a dataset of Catalyst prediction with 721,799 reactions and 888 catalyst types from USPTO. Predict which catalyst facilitates the given reaction. (1) Reactant: [CH2:1]([OH:5])[CH:2]([CH3:4])[CH3:3].N1C=CC=CC=1.[Br:12][CH:13]([CH3:17])[C:14](Br)=[O:15]. Product: [Br:12][CH:13]([CH3:17])[C:14]([O:5][CH2:1][CH:2]([CH3:4])[CH3:3])=[O:15]. The catalyst class is: 27. (2) Reactant: [NH:1]1[C:9]2[CH:8]=[CH:7][CH:6]=[C:5]([C:10]([O:12][CH3:13])=[O:11])[C:4]=2[CH:3]=[CH:2]1.Cl[CH2:15][C:16]([N:18]([CH2:21][CH3:22])[CH2:19][CH3:20])=[O:17].C(=O)([O-])[O-].[K+].[K+]. Product: [CH3:13][O:12][C:10]([C:5]1[C:4]2[CH:3]=[CH:2][N:1]([CH2:15][C:16](=[O:17])[N:18]([CH2:21][CH3:22])[CH2:19][CH3:20])[C:9]=2[CH:8]=[CH:7][CH:6]=1)=[O:11]. The catalyst class is: 85. (3) Reactant: C[O:2][C:3]([C:5]1[N:13]=[CH:12][N:11]=[C:10]2[C:6]=1[N:7]=[CH:8][N:9]2[C:14]1[CH:19]=[CH:18][C:17]([NH:20][C:21]([NH:23][C:24]2[CH:29]=[CH:28][C:27]([Cl:30])=[C:26]([C:31]([F:34])([F:33])[F:32])[CH:25]=2)=[O:22])=[CH:16][CH:15]=1)=[O:4].[OH-].[Na+].Cl. Product: [Cl:30][C:27]1[CH:28]=[CH:29][C:24]([NH:23][C:21](=[O:22])[NH:20][C:17]2[CH:18]=[CH:19][C:14]([N:9]3[CH:8]=[N:7][C:6]4[C:10]3=[N:11][CH:12]=[N:13][C:5]=4[C:3]([OH:4])=[O:2])=[CH:15][CH:16]=2)=[CH:25][C:26]=1[C:31]([F:34])([F:32])[F:33]. The catalyst class is: 5. (4) Reactant: [CH2:1]([CH:4]([C:10]([O:12][CH2:13][CH3:14])=[O:11])[C:5]([O:7][CH2:8][CH3:9])=[O:6])[CH:2]=[CH2:3].[C:15](#[N:18])C=C. Product: [C:15](/[CH:3]=[CH:2]\[CH2:1][CH:4]([C:10]([O:12][CH2:13][CH3:14])=[O:11])[C:5]([O:7][CH2:8][CH3:9])=[O:6])#[N:18]. The catalyst class is: 11.